This data is from Reaction yield outcomes from USPTO patents with 853,638 reactions. The task is: Predict the reaction yield, written as a fraction of the theoretical maximum amount of product (1.0 means a 100% yield; for example, 0.34 means a 34% yield). (1) The reactants are C([SiH](CC)CC)C.[CH2:8]([O:10][C:11]([C:13]1[NH:14][CH:15]=[C:16]([C:18](=O)[CH2:19][CH2:20][C:21]2[CH:26]=[CH:25][CH:24]=[CH:23][CH:22]=2)[CH:17]=1)=[O:12])[CH3:9]. The catalyst is FC(F)(F)C(O)=O. The product is [CH2:8]([O:10][C:11]([C:13]1[NH:14][CH:15]=[C:16]([CH2:18][CH2:19][CH2:20][C:21]2[CH:22]=[CH:23][CH:24]=[CH:25][CH:26]=2)[CH:17]=1)=[O:12])[CH3:9]. The yield is 0.487. (2) The reactants are [C:1]1([N:7]([CH2:30][CH2:31][C:32]([O:34][CH2:35][CH3:36])=[O:33])[C:8]([C:10]2[CH:15]=[CH:14][N:13]3[C:16]([CH3:29])=[C:17]([CH2:19][CH2:20][C:21]4[CH:26]=[CH:25][C:24]([C:27]#[N:28])=[CH:23][CH:22]=4)[N:18]=[C:12]3[CH:11]=2)=[O:9])[CH:6]=[CH:5][CH:4]=[CH:3][CH:2]=1.[ClH:37].C(=O)([O-])[O-].[NH4+:42].[NH4+].C(OCC)(=O)C.C(O)C.N. The catalyst is C(O)C. The product is [ClH:37].[C:1]1([N:7]([CH2:30][CH2:31][C:32]([O:34][CH2:35][CH3:36])=[O:33])[C:8]([C:10]2[CH:15]=[CH:14][N:13]3[C:16]([CH3:29])=[C:17]([CH2:19][CH2:20][C:21]4[CH:22]=[CH:23][C:24]([C:27](=[NH:42])[NH2:28])=[CH:25][CH:26]=4)[N:18]=[C:12]3[CH:11]=2)=[O:9])[CH:2]=[CH:3][CH:4]=[CH:5][CH:6]=1. The yield is 0.620. (3) The reactants are [OH:1][C:2]1[C:3]2[N:4]([N:16]=[C:17]([C:19]([O:21][CH3:22])=[O:20])[CH:18]=2)[CH:5]=[C:6]([CH3:15])[C:7]=1[C:8]([O:10][C:11]([CH3:14])([CH3:13])[CH3:12])=[O:9].CCN(CC)CC.[O:30](S(C(F)(F)F)(=O)=O)[S:31]([C:34]([F:37])([F:36])[F:35])(=O)=[O:32].C(Cl)Cl. The catalyst is C(Cl)Cl. The product is [CH3:15][C:6]1[C:7]([C:8]([O:10][C:11]([CH3:12])([CH3:14])[CH3:13])=[O:9])=[C:2]([O:1][S:31]([C:34]([F:37])([F:36])[F:35])(=[O:32])=[O:30])[C:3]2[N:4]([N:16]=[C:17]([C:19]([O:21][CH3:22])=[O:20])[CH:18]=2)[CH:5]=1. The yield is 0.800.